From a dataset of Peptide-MHC class I binding affinity with 185,985 pairs from IEDB/IMGT. Regression. Given a peptide amino acid sequence and an MHC pseudo amino acid sequence, predict their binding affinity value. This is MHC class I binding data. (1) The peptide sequence is ARWMISSAL. The MHC is HLA-B27:05 with pseudo-sequence HLA-B27:05. The binding affinity (normalized) is 0.707. (2) The peptide sequence is VRDVVMPAL. The MHC is HLA-B18:01 with pseudo-sequence HLA-B18:01. The binding affinity (normalized) is 0.0847. (3) The peptide sequence is ALMPLYACI. The MHC is Patr-A0301 with pseudo-sequence Patr-A0301. The binding affinity (normalized) is 0.135. (4) The peptide sequence is RPRVAQLTF. The MHC is HLA-B35:01 with pseudo-sequence HLA-B35:01. The binding affinity (normalized) is 0.674. (5) The peptide sequence is AAAANTTAL. The MHC is HLA-B07:02 with pseudo-sequence HLA-B07:02. The binding affinity (normalized) is 0.564. (6) The peptide sequence is KSYSLIRPK. The MHC is H-2-Kb with pseudo-sequence H-2-Kb. The binding affinity (normalized) is 0. (7) The peptide sequence is LFKRERDAIK. The MHC is HLA-A03:01 with pseudo-sequence HLA-A03:01. The binding affinity (normalized) is 0.0471. (8) The peptide sequence is SALANWKIL. The MHC is H-2-Db with pseudo-sequence H-2-Db. The binding affinity (normalized) is 0.966.